Dataset: Full USPTO retrosynthesis dataset with 1.9M reactions from patents (1976-2016). Task: Predict the reactants needed to synthesize the given product. Given the product [CH:1]1([C:6]2[N:11]=[CH:10][N:9]=[C:8]([CH:12]3[CH2:16][CH2:15][CH2:14][CH:13]3[C:17]3[C:18]([NH:34][C:44](=[O:45])[C:1]([CH3:6])([CH3:5])[CH3:2])=[N:19][C:20]4[C:25]([CH:26]=3)=[CH:24][C:23]([C:24]3[CH:23]=[CH:22][CH:21]=[CH:20][C:25]=3[CH3:26])=[CH:22][CH:21]=4)[CH:7]=2)[CH2:2][CH2:3][CH2:4][CH2:5]1, predict the reactants needed to synthesize it. The reactants are: [C:1]1([C:6]2[N:11]=[CH:10][N:9]=[C:8]([C:12]3[CH:13]([C:17]4[C:18]([NH:34]C(=O)C(C)(C)C)=[N:19][C:20]5[C:25]([CH:26]=4)=[CH:24][C:23](CC4C=CC=CC=4)=[CH:22][CH:21]=5)[CH2:14][CH2:15][CH:16]=3)[CH:7]=2)[CH2:5][CH2:4][CH2:3][CH:2]=1.C(Cl)Cl.[CH3:44][OH:45].